The task is: Predict the product of the given reaction.. This data is from Forward reaction prediction with 1.9M reactions from USPTO patents (1976-2016). The product is: [CH2:1]([O:8][C:9]1[CH:24]=[CH:23][C:12]([CH2:13][OH:14])=[C:11]([F:25])[CH:10]=1)[C:2]1[CH:3]=[CH:4][CH:5]=[CH:6][CH:7]=1. Given the reactants [CH2:1]([O:8][C:9]1[CH:24]=[CH:23][C:12]([C:13](OCC2C=CC=CC=2)=[O:14])=[C:11]([F:25])[CH:10]=1)[C:2]1[CH:7]=[CH:6][CH:5]=[CH:4][CH:3]=1.[H-].[Al+3].[Li+].[H-].[H-].[H-].C(OCC)(=O)C, predict the reaction product.